Dataset: Forward reaction prediction with 1.9M reactions from USPTO patents (1976-2016). Task: Predict the product of the given reaction. (1) Given the reactants C(#N)C.[ClH:4].[NH2:5][C:6]1[C:11]([C:12]2[CH:17]=[CH:16][C:15]([NH:18][C:19]([C:21]3[C:26](=[O:27])[C:25]([C:28]4[CH:33]=[CH:32][C:31]([F:34])=[CH:30][CH:29]=4)=[CH:24][N:23]([CH2:35][C:36]([F:39])([F:38])[F:37])[CH:22]=3)=[O:20])=[CH:14][CH:13]=2)=[CH:10][C:9]([C:40]2[CH:45]=[CH:44][C:43]([O:46][CH3:47])=[C:42]([O:48][CH3:49])[CH:41]=2)=[CH:8][N:7]=1, predict the reaction product. The product is: [ClH:4].[NH2:5][C:6]1[C:11]([C:12]2[CH:13]=[CH:14][C:15]([NH:18][C:19]([C:21]3[C:26](=[O:27])[C:25]([C:28]4[CH:29]=[CH:30][C:31]([F:34])=[CH:32][CH:33]=4)=[CH:24][N:23]([CH2:35][C:36]([F:37])([F:38])[F:39])[CH:22]=3)=[O:20])=[CH:16][CH:17]=2)=[CH:10][C:9]([C:40]2[CH:45]=[CH:44][C:43]([O:46][CH3:47])=[C:42]([O:48][CH3:49])[CH:41]=2)=[CH:8][N:7]=1. (2) Given the reactants [C:1]([O:5][C:6](=[O:33])[C:7]1[CH:12]=[C:11]([O:13][CH2:14][C:15]2[CH:20]=[CH:19][CH:18]=[CH:17][CH:16]=2)[C:10]([CH2:21][C:22]([CH3:24])=[CH2:23])=[C:9]([O:25][CH2:26][C:27]2[CH:32]=[CH:31][CH:30]=[CH:29][CH:28]=2)[CH:8]=1)([CH3:4])([CH3:3])[CH3:2].C1C=C(Cl)C=C(C(OO)=[O:42])C=1, predict the reaction product. The product is: [C:1]([O:5][C:6](=[O:33])[C:7]1[CH:8]=[C:9]([O:25][CH2:26][C:27]2[CH:28]=[CH:29][CH:30]=[CH:31][CH:32]=2)[C:10]([CH2:21][C:22]2([CH3:24])[CH2:23][O:42]2)=[C:11]([O:13][CH2:14][C:15]2[CH:16]=[CH:17][CH:18]=[CH:19][CH:20]=2)[CH:12]=1)([CH3:2])([CH3:3])[CH3:4].